From a dataset of Full USPTO retrosynthesis dataset with 1.9M reactions from patents (1976-2016). Predict the reactants needed to synthesize the given product. (1) Given the product [F:19][C:20]1[CH:25]=[CH:24][C:23]([C@:26]2([O:44][C@H:43]([CH2:45][OH:46])[C@@H:38]([OH:39])[C@H:33]([OH:34])[C@H:28]2[OH:29])[OH:27])=[CH:22][C:21]=1[CH2:50][C:51]1[CH:56]=[CH:15][C:16]([C:17]#[CH:18])=[CH:53][CH:52]=1, predict the reactants needed to synthesize it. The reactants are: [F-].[CH2:15]([N+]([CH2:15][CH2:16][CH2:17][CH3:18])([CH2:15][CH2:16][CH2:17][CH3:18])[CH2:15][CH2:16][CH2:17][CH3:18])[CH2:16][CH2:17][CH3:18].[F:19][C:20]1[CH:25]=[CH:24][C:23]([C@:26]2([O:44][C@H:43]([CH2:45][O:46]C(=O)C)[C@@H:38]([O:39]C(=O)C)[C@H:33]([O:34]C(=O)C)[C@H:28]2[O:29]C(=O)C)[OH:27])=[CH:22][C:21]=1[CH:50](C#C[Si](C(C)C)(C(C)C)C(C)C)[C:51]1[CH:56]=CC=[CH:53][CH:52]=1.[OH-].[K+].Cl. (2) Given the product [F:15][C:14]1[C:9]2[C:20]([CH3:22])([CH3:23])[O:21][B:17]([OH:18])[C:10]=2[CH:11]=[CH:12][C:13]=1[CH3:16], predict the reactants needed to synthesize it. The reactants are: C(OCOC([C:9]1[C:14]([F:15])=[C:13]([CH3:16])[CH:12]=[CH:11][C:10]=1[B:17]1[O:21][C:20]([CH3:23])([CH3:22])C(C)(C)[O:18]1)(C)C)C.Cl. (3) Given the product [CH3:19][O:8][C:7](=[O:9])[C:6]1[CH:10]=[C:2]([SH:1])[CH:3]=[CH:4][C:5]=1[N+:11]([O-:13])=[O:12], predict the reactants needed to synthesize it. The reactants are: [SH:1][C:2]1[CH:3]=[CH:4][C:5]([N+:11]([O-:13])=[O:12])=[C:6]([CH:10]=1)[C:7]([OH:9])=[O:8].S(=O)(=O)(O)O.[CH3:19]O.